Dataset: NCI-60 drug combinations with 297,098 pairs across 59 cell lines. Task: Regression. Given two drug SMILES strings and cell line genomic features, predict the synergy score measuring deviation from expected non-interaction effect. (1) Drug 1: CN(C)N=NC1=C(NC=N1)C(=O)N. Drug 2: CN1C2=C(C=C(C=C2)N(CCCl)CCCl)N=C1CCCC(=O)O.Cl. Cell line: SK-OV-3. Synergy scores: CSS=0.470, Synergy_ZIP=-1.86, Synergy_Bliss=-2.59, Synergy_Loewe=-4.45, Synergy_HSA=-2.63. (2) Drug 1: C1=CC(=CC=C1CC(C(=O)O)N)N(CCCl)CCCl.Cl. Drug 2: C(CCl)NC(=O)N(CCCl)N=O. Cell line: LOX IMVI. Synergy scores: CSS=17.8, Synergy_ZIP=-9.27, Synergy_Bliss=-1.21, Synergy_Loewe=-1.71, Synergy_HSA=1.07. (3) Drug 1: COC1=C(C=C2C(=C1)N=CN=C2NC3=CC(=C(C=C3)F)Cl)OCCCN4CCOCC4. Drug 2: B(C(CC(C)C)NC(=O)C(CC1=CC=CC=C1)NC(=O)C2=NC=CN=C2)(O)O. Cell line: SNB-75. Synergy scores: CSS=27.8, Synergy_ZIP=-4.73, Synergy_Bliss=-0.570, Synergy_Loewe=0.235, Synergy_HSA=-0.0884. (4) Drug 2: C1=NC2=C(N=C(N=C2N1C3C(C(C(O3)CO)O)F)Cl)N. Drug 1: C1=C(C(=O)NC(=O)N1)F. Cell line: NCI-H460. Synergy scores: CSS=54.6, Synergy_ZIP=-9.47, Synergy_Bliss=-14.3, Synergy_Loewe=-12.7, Synergy_HSA=-11.9. (5) Drug 1: CC1OCC2C(O1)C(C(C(O2)OC3C4COC(=O)C4C(C5=CC6=C(C=C35)OCO6)C7=CC(=C(C(=C7)OC)O)OC)O)O. Drug 2: CC1C(C(=O)NC(C(=O)N2CCCC2C(=O)N(CC(=O)N(C(C(=O)O1)C(C)C)C)C)C(C)C)NC(=O)C3=C4C(=C(C=C3)C)OC5=C(C(=O)C(=C(C5=N4)C(=O)NC6C(OC(=O)C(N(C(=O)CN(C(=O)C7CCCN7C(=O)C(NC6=O)C(C)C)C)C)C(C)C)C)N)C. Cell line: NCI-H460. Synergy scores: CSS=42.8, Synergy_ZIP=5.84, Synergy_Bliss=7.67, Synergy_Loewe=6.74, Synergy_HSA=6.93. (6) Drug 1: CC1=CC=C(C=C1)C2=CC(=NN2C3=CC=C(C=C3)S(=O)(=O)N)C(F)(F)F. Drug 2: C(CC(=O)O)C(=O)CN.Cl. Cell line: NCI-H460. Synergy scores: CSS=8.59, Synergy_ZIP=0.316, Synergy_Bliss=3.34, Synergy_Loewe=-0.348, Synergy_HSA=0.121.